Dataset: Full USPTO retrosynthesis dataset with 1.9M reactions from patents (1976-2016). Task: Predict the reactants needed to synthesize the given product. (1) The reactants are: [Cl:1][C:2]1[CH:3]=[CH:4][C:5](I)=[C:6]([CH:14]=1)[C:7](N(CC)CC)=[O:8].C([Li])CCC.CCCCCC.[N:27]1[CH:32]=[CH:31][C:30]([C:33]2[S:34][C:35]3[CH2:41][CH2:40][CH2:39][C:38](=[O:42])[C:36]=3[CH:37]=2)=[CH:29][CH:28]=1. Given the product [Cl:1][C:2]1[CH:3]=[CH:4][C:5]2[C:38]3([O:42][C:7](=[O:8])[C:6]=2[CH:14]=1)[C:36]1[CH:37]=[C:33]([C:30]2[CH:31]=[CH:32][N:27]=[CH:28][CH:29]=2)[S:34][C:35]=1[CH2:41][CH2:40][CH2:39]3, predict the reactants needed to synthesize it. (2) Given the product [C:4]([O:8][C:9]([N:11]1[CH2:15][CH2:14][C@H:13]([O:16][NH2:17])[CH2:12]1)=[O:10])([CH3:7])([CH3:5])[CH3:6], predict the reactants needed to synthesize it. The reactants are: CNN.[C:4]([O:8][C:9]([N:11]1[CH2:15][CH2:14][C@H:13]([O:16][N:17]2C(=O)C3C(=CC=CC=3)C2=O)[CH2:12]1)=[O:10])([CH3:7])([CH3:6])[CH3:5]. (3) Given the product [CH2:4]([C:3]1[CH:8]=[C:10]([CH2:11][C:12](=[O:21])[CH2:16][CH:17]([CH3:19])[CH3:18])[CH:15]=[CH:14][N:13]=1)[CH:5]([CH3:7])[CH3:6], predict the reactants needed to synthesize it. The reactants are: [Mg].Br[CH2:3][CH2:4][CH:5]([CH3:7])[CH3:6].[C:8]([C:10]1[CH:15]=[CH:14][N:13]=[C:12]([CH2:16][CH:17]([CH3:19])[CH3:18])[CH:11]=1)#N.Cl.[OH-:21].[Na+]. (4) Given the product [Cl:1][C:2]1[CH:7]=[CH:6][C:5]([C@:8]2([O:17][C@H:16]([CH2:18][OH:19])[C@@H:14]([OH:15])[C@H:12]([OH:13])[C@H:10]2[OH:11])[OH:9])=[CH:4][C:3]=1[CH2:20][C:21]1[CH:22]=[CH:23][C:24]([C:36]#[C:35][C:37]2[CH:42]=[CH:41][CH:40]=[CH:39][N:38]=2)=[CH:25][CH:26]=1, predict the reactants needed to synthesize it. The reactants are: [Cl:1][C:2]1[CH:7]=[CH:6][C:5]([C@:8]2([O:17][C@H:16]([CH2:18][OH:19])[C@@H:14]([OH:15])[C@H:12]([OH:13])[C@H:10]2[OH:11])[OH:9])=[CH:4][C:3]=1[CH2:20][C:21]1[CH:26]=[CH:25][C:24](OS(C(F)(F)F)(=O)=O)=[CH:23][CH:22]=1.[C:35]([C:37]1[CH:42]=[CH:41][CH:40]=[CH:39][N:38]=1)#[CH:36].